This data is from Retrosynthesis with 50K atom-mapped reactions and 10 reaction types from USPTO. The task is: Predict the reactants needed to synthesize the given product. The reactants are: C1CCNC1.Cc1[nH]cc2c(=O)n(-c3ccc(Cl)cc3)nc-2c1-c1cccc(C(=O)O)c1. Given the product Cc1[nH]cc2c(=O)n(-c3ccc(Cl)cc3)nc-2c1-c1cccc(C(=O)N2CCCC2)c1, predict the reactants needed to synthesize it.